This data is from Forward reaction prediction with 1.9M reactions from USPTO patents (1976-2016). The task is: Predict the product of the given reaction. (1) Given the reactants Br[C:2]1(Br)[C:10]2[C:5](=[N:6][CH:7]=[CH:8][CH:9]=2)[N:4]([CH2:11][O:12][CH2:13][CH2:14][Si:15]([CH3:18])([CH3:17])[CH3:16])[C:3]1=[O:19], predict the reaction product. The product is: [CH3:16][Si:15]([CH3:18])([CH3:17])[CH2:14][CH2:13][O:12][CH2:11][N:4]1[C:5]2=[N:6][CH:7]=[CH:8][CH:9]=[C:10]2[CH2:2][C:3]1=[O:19]. (2) Given the reactants C1C=CC(P(C2C=CC=CC=2)C2C=CC=CC=2)=CC=1.CCOC(/N=N/C(OCC)=O)=O.O[CH:33]1[CH2:38][CH2:37][CH:36]([N:39]2[C:47](=[O:48])[C:46]3[C:41](=[CH:42][CH:43]=[CH:44][CH:45]=3)[C:40]2=[O:49])[CH2:35][CH2:34]1.[CH3:50][C:51]([SH:53])=[O:52], predict the reaction product. The product is: [C:51](=[O:52])([S:53][CH:33]1[CH2:38][CH2:37][CH:36]([N:39]2[C:47](=[O:48])[C:46]3[C:41](=[CH:42][CH:43]=[CH:44][CH:45]=3)[C:40]2=[O:49])[CH2:35][CH2:34]1)[CH3:50]. (3) Given the reactants [OH-].[Na+].[CH3:3][C:4]1[O:8][N:7]=[C:6]([C:9]2[CH:10]=[C:11]([CH:24]=[CH:25][CH:26]=2)[O:12][CH:13]([C:18]2[CH:23]=[CH:22][CH:21]=[CH:20][CH:19]=2)[C:14]([O:16]C)=[O:15])[N:5]=1, predict the reaction product. The product is: [CH3:3][C:4]1[O:8][N:7]=[C:6]([C:9]2[CH:10]=[C:11]([CH:24]=[CH:25][CH:26]=2)[O:12][CH:13]([C:18]2[CH:19]=[CH:20][CH:21]=[CH:22][CH:23]=2)[C:14]([OH:16])=[O:15])[N:5]=1. (4) Given the reactants Br[C:2]1[CH:10]=[C:9]2[C:5]([C:6]3[CH2:17][N:16]4[CH:12]([CH2:13][CH2:14][CH2:15]4)[CH2:11][C:7]=3[NH:8]2)=[CH:4][CH:3]=1.[Cl:18][C:19]1[CH:33]=[CH:32][C:22]([CH2:23][O:24][C:25]2[CH:30]=[CH:29][NH:28][C:27](=[O:31])[CH:26]=2)=[C:21]([F:34])[CH:20]=1, predict the reaction product. The product is: [ClH:18].[Cl:18][C:19]1[CH:33]=[CH:32][C:22]([CH2:23][O:24][C:25]2[CH:30]=[CH:29][N:28]([C:2]3[CH:10]=[C:9]4[C:5]([C:6]5[CH2:17][N:16]6[CH:12]([CH2:13][CH2:14][CH2:15]6)[CH2:11][C:7]=5[NH:8]4)=[CH:4][CH:3]=3)[C:27](=[O:31])[CH:26]=2)=[C:21]([F:34])[CH:20]=1. (5) Given the reactants C(OC([N:6]1[CH2:10][CH2:9][CH:8]([CH2:11][O:12][C:13]([O:15][CH:16]=[CH2:17])=[O:14])[CH2:7]1)=O)=C.[ClH:18], predict the reaction product. The product is: [ClH:18].[CH:16]([O:15][C:13](=[O:14])[O:12][CH2:11][CH:8]1[CH2:9][CH2:10][NH:6][CH2:7]1)=[CH2:17].